From a dataset of Reaction yield outcomes from USPTO patents with 853,638 reactions. Predict the reaction yield, written as a fraction of the theoretical maximum amount of product (1.0 means a 100% yield; for example, 0.34 means a 34% yield). (1) The reactants are C[O:2][C:3]([C:5]1[CH:10]=[N:9][C:8]([N:11]2[CH2:16][CH2:15][CH2:14][CH2:13][CH2:12]2)=[C:7](Br)[N:6]=1)=[O:4].[CH:18]([OH:21])([CH3:20])[CH3:19].[H-].[Na+].[OH-].[K+]. The catalyst is O1CCOCC1.CN(C=O)C.C(O)=O.O. The product is [CH:18]([O:21][C:7]1[N:6]=[C:5]([C:3]([OH:2])=[O:4])[CH:10]=[N:9][C:8]=1[N:11]1[CH2:16][CH2:15][CH2:14][CH2:13][CH2:12]1)([CH3:20])[CH3:19]. The yield is 0.210. (2) The reactants are [C:1]([O:5][C:6]([N:8]1[CH2:12][CH2:11][CH2:10][C@@H:9]1[C:13]([OH:15])=O)=[O:7])([CH3:4])([CH3:3])[CH3:2].CN1CCOCC1.C(Cl)(=O)OCC.Cl.[CH3:30][O:31][NH:32][CH3:33]. The catalyst is C(Cl)Cl. The product is [CH3:30][O:31][N:32]([CH3:33])[C:13]([C@H:9]1[CH2:10][CH2:11][CH2:12][N:8]1[C:6]([O:5][C:1]([CH3:2])([CH3:3])[CH3:4])=[O:7])=[O:15]. The yield is 0.680.